This data is from NCI-60 drug combinations with 297,098 pairs across 59 cell lines. The task is: Regression. Given two drug SMILES strings and cell line genomic features, predict the synergy score measuring deviation from expected non-interaction effect. (1) Synergy scores: CSS=28.6, Synergy_ZIP=7.19, Synergy_Bliss=9.11, Synergy_Loewe=-11.6, Synergy_HSA=5.88. Drug 2: COC1=NC(=NC2=C1N=CN2C3C(C(C(O3)CO)O)O)N. Drug 1: C1=C(C(=O)NC(=O)N1)N(CCCl)CCCl. Cell line: HCT-15. (2) Cell line: SF-268. Drug 1: C1=CC(=CC=C1CCCC(=O)O)N(CCCl)CCCl. Drug 2: C1=CC(=CC=C1C#N)C(C2=CC=C(C=C2)C#N)N3C=NC=N3. Synergy scores: CSS=34.3, Synergy_ZIP=-6.64, Synergy_Bliss=-5.52, Synergy_Loewe=-7.11, Synergy_HSA=-6.74. (3) Drug 1: C1C(C(OC1N2C=C(C(=O)NC2=O)F)CO)O. Drug 2: C1CN1C2=NC(=NC(=N2)N3CC3)N4CC4. Cell line: HS 578T. Synergy scores: CSS=12.5, Synergy_ZIP=-7.41, Synergy_Bliss=-5.22, Synergy_Loewe=-0.732, Synergy_HSA=-0.0304. (4) Drug 1: CCC1(CC2CC(C3=C(CCN(C2)C1)C4=CC=CC=C4N3)(C5=C(C=C6C(=C5)C78CCN9C7C(C=CC9)(C(C(C8N6C=O)(C(=O)OC)O)OC(=O)C)CC)OC)C(=O)OC)O.OS(=O)(=O)O. Drug 2: C(CCl)NC(=O)N(CCCl)N=O. Cell line: NCI-H226. Synergy scores: CSS=-1.14, Synergy_ZIP=5.24, Synergy_Bliss=0.987, Synergy_Loewe=-1.84, Synergy_HSA=-1.82. (5) Drug 1: C1=CC(=CC=C1CC(C(=O)O)N)N(CCCl)CCCl.Cl. Drug 2: CC12CCC3C(C1CCC2OP(=O)(O)O)CCC4=C3C=CC(=C4)OC(=O)N(CCCl)CCCl.[Na+]. Cell line: NCI/ADR-RES. Synergy scores: CSS=0.205, Synergy_ZIP=-2.31, Synergy_Bliss=-4.80, Synergy_Loewe=-12.3, Synergy_HSA=-6.71. (6) Drug 1: CN(C(=O)NC(C=O)C(C(C(CO)O)O)O)N=O. Drug 2: CC(C)CN1C=NC2=C1C3=CC=CC=C3N=C2N. Cell line: SK-MEL-28. Synergy scores: CSS=1.61, Synergy_ZIP=1.53, Synergy_Bliss=2.77, Synergy_Loewe=-1.14, Synergy_HSA=-1.14.